From a dataset of Forward reaction prediction with 1.9M reactions from USPTO patents (1976-2016). Predict the product of the given reaction. Given the reactants [Br:1][C:2]1[CH:8]=[C:7]([F:9])[CH:6]=[CH:5][C:3]=1[NH2:4].B(Cl)(Cl)Cl.C(Cl)Cl.Cl[CH2:18][C:19]#N.[Cl-].[Al+3].[Cl-].[Cl-], predict the reaction product. The product is: [F:9][C:7]1[CH:6]=[C:5]2[C:3](=[C:2]([Br:1])[CH:8]=1)[NH:4][CH:19]=[CH:18]2.